This data is from Reaction yield outcomes from USPTO patents with 853,638 reactions. The task is: Predict the reaction yield, written as a fraction of the theoretical maximum amount of product (1.0 means a 100% yield; for example, 0.34 means a 34% yield). (1) The reactants are Cl[C:2]1[C:10]([C:11]([OH:13])=[O:12])=[C:9]2[N:5]([CH2:6][CH2:7][CH2:8]2)[C:4](=[O:14])[C:3]=1[CH3:15].[F:16][C:17]1[CH:23]=[C:22]([I:24])[CH:21]=[CH:20][C:18]=1[NH2:19].[Li+].C[Si]([N-][Si](C)(C)C)(C)C. The catalyst is C1COCC1. The product is [F:16][C:17]1[CH:23]=[C:22]([I:24])[CH:21]=[CH:20][C:18]=1[NH:19][C:2]1[C:10]([C:11]([OH:13])=[O:12])=[C:9]2[N:5]([CH2:6][CH2:7][CH2:8]2)[C:4](=[O:14])[C:3]=1[CH3:15]. The yield is 0.220. (2) The reactants are CN(C(ON1N=NC2C=CC=NC1=2)=[N+](C)C)C.F[P-](F)(F)(F)(F)F.C(N(CC)C(C)C)(C)C.[CH3:34][C:35]1[CH:40]=[C:39]([CH3:41])[CH:38]=[C:37]([CH3:42])[C:36]=1[NH:43][C:44]([NH:46][C:47]1[C:48]([C:57](O)=[O:58])=[CH:49][C:50]2[C:55]([CH:56]=1)=[CH:54][CH:53]=[CH:52][CH:51]=2)=[O:45].Cl.[NH2:61][C@H:62]([C:66]([O:68][CH3:69])=[O:67])[CH:63]([CH3:65])[CH3:64].C([O-])(O)=O.[Na+]. The catalyst is CN(C=O)C. The product is [CH3:34][C:35]1[CH:40]=[C:39]([CH3:41])[CH:38]=[C:37]([CH3:42])[C:36]=1[NH:43][C:44]([NH:46][C:47]1[C:48]([C:57]([NH:61][C@H:62]([C:66]([O:68][CH3:69])=[O:67])[CH:63]([CH3:65])[CH3:64])=[O:58])=[CH:49][C:50]2[C:55]([CH:56]=1)=[CH:54][CH:53]=[CH:52][CH:51]=2)=[O:45]. The yield is 0.700. (3) The reactants are Br.[F:2][C:3]1[C:4]([CH3:14])=[N:5][C:6]2[C:11]([CH:12]=1)=[CH:10][CH:9]=[C:8]([OH:13])[CH:7]=2.C([O-])([O-])=O.[Cs+].[Cs+].Br[CH2:22][CH2:23][O:24][CH3:25].O. The catalyst is CN1C(=O)CCC1.C1(C)C=CC=CC=1. The product is [F:2][C:3]1[C:4]([CH3:14])=[N:5][C:6]2[C:11]([CH:12]=1)=[CH:10][CH:9]=[C:8]([O:13][CH2:22][CH2:23][O:24][CH3:25])[CH:7]=2. The yield is 0.901. (4) The reactants are [CH3:1][C:2]1[CH2:7][CH2:6][CH2:5][CH2:4][CH:3]=1.[CH:8]1[CH:13]=[CH:12][CH:11]=[CH:10][CH:9]=1.S(=O)(=O)(O)O. No catalyst specified. The product is [CH3:1][C:2]1([C:8]2[CH:13]=[CH:12][CH:11]=[CH:10][CH:9]=2)[CH2:7][CH2:6][CH2:5][CH2:4][CH2:3]1. The yield is 0.365. (5) The reactants are [OH-].[Na+].[O:3]1[CH2:7][CH2:6][C@@H:5]([NH:8][C:9]2[N:14]=[C:13]([C:15]([F:18])([F:17])[F:16])[C:12]([C:19]([O:21]C)=[O:20])=[CH:11][N:10]=2)[CH2:4]1. The catalyst is CO. The product is [O:3]1[CH2:7][CH2:6][C@@H:5]([NH:8][C:9]2[N:14]=[C:13]([C:15]([F:17])([F:16])[F:18])[C:12]([C:19]([OH:21])=[O:20])=[CH:11][N:10]=2)[CH2:4]1. The yield is 0.780. (6) The reactants are [CH2:1]([C:5]1[N:9]([CH2:10][C:11]2[CH:16]=[CH:15][C:14]([C:17]3[C:18]([C:23]#[N:24])=[CH:19][CH:20]=[CH:21][CH:22]=3)=[CH:13][CH:12]=2)[C:8](=[O:25])[NH:7][N:6]=1)[CH2:2][CH2:3][CH3:4].CC(C)([O-])C.[K+].CN(C)C=O.Br[CH2:38][C:39]([C:41]1[CH:46]=[CH:45][C:44]([F:47])=[CH:43][CH:42]=1)=[O:40]. The catalyst is C(OCC)(=O)C. The product is [CH2:1]([C:5]1[N:9]([CH2:10][C:11]2[CH:16]=[CH:15][C:14]([C:17]3[C:18]([C:23]#[N:24])=[CH:19][CH:20]=[CH:21][CH:22]=3)=[CH:13][CH:12]=2)[C:8](=[O:25])[N:7]([CH2:38][C:39]([C:41]2[CH:46]=[CH:45][C:44]([F:47])=[CH:43][CH:42]=2)=[O:40])[N:6]=1)[CH2:2][CH2:3][CH3:4]. The yield is 0.880. (7) The reactants are [F:1][C:2]([F:17])([F:16])[O:3][C:4]1[CH:9]=[CH:8][CH:7]=[CH:6][C:5]=1[C:10]1[CH:15]=[CH:14][N:13]=[CH:12][CH:11]=1.[CH2:18](Br)[C:19]1[CH:24]=[CH:23][CH:22]=[CH:21][CH:20]=1.C(Cl)Cl.CO.[BH4-].[Na+]. The catalyst is C1(C)C=CC=CC=1.CO. The product is [CH2:18]([N:13]1[CH2:12][CH:11]=[C:10]([C:5]2[CH:6]=[CH:7][CH:8]=[CH:9][C:4]=2[O:3][C:2]([F:1])([F:16])[F:17])[CH2:15][CH2:14]1)[C:19]1[CH:24]=[CH:23][CH:22]=[CH:21][CH:20]=1. The yield is 0.610. (8) The reactants are [C:1]([O:5][C:6](=[O:15])[C:7]1[CH:12]=[CH:11][CH:10]=[C:9](C)[C:8]=1I)([CH3:4])([CH3:3])[CH3:2].[CH2:16](N(CC)CC)C.[CH3:23][C:24]1([CH3:31])[C:28]([CH3:30])([CH3:29])[O:27][BH:26][O:25]1. The catalyst is O1CCOCC1.Cl[Pd](Cl)([P](C1C=CC=CC=1)(C1C=CC=CC=1)C1C=CC=CC=1)[P](C1C=CC=CC=1)(C1C=CC=CC=1)C1C=CC=CC=1. The product is [C:1]([O:5][C:6](=[O:15])[C:7]1[CH:12]=[CH:11][C:10]([CH3:16])=[CH:9][C:8]=1[B:26]1[O:27][C:28]([CH3:30])([CH3:29])[C:24]([CH3:31])([CH3:23])[O:25]1)([CH3:2])([CH3:3])[CH3:4]. The yield is 0.640. (9) The reactants are C(Cl)Cl.[C:4]([C:8]1[CH:9]=[C:10]([OH:14])[CH:11]=[CH:12][CH:13]=1)([CH3:7])([CH3:6])[CH3:5].[C:15](=O)([O:26]C1C=CC([N+]([O-])=O)=CC=1)[O:16][C:17]1[CH:22]=[CH:21][C:20]([N+:23]([O-:25])=[O:24])=[CH:19][CH:18]=1. The catalyst is CN(C1C=CN=CC=1)C.CCCCCC.C(OC(=O)C)C. The product is [C:15](=[O:26])([O:16][C:17]1[CH:18]=[CH:19][C:20]([N+:23]([O-:25])=[O:24])=[CH:21][CH:22]=1)[O:14][C:10]1[CH:11]=[CH:12][CH:13]=[C:8]([C:4]([CH3:7])([CH3:5])[CH3:6])[CH:9]=1. The yield is 0.900. (10) The reactants are I.[NH2:2][C:3]1[C:4]([C:11]([NH:13][C:14](=[NH:17])SC)=[O:12])=[N:5][C:6]([Cl:10])=[C:7]([NH2:9])[N:8]=1.C(N(CC)CC)C.[CH2:25]([O:27][C:28](=[O:42])[CH2:29][O:30][C:31]1[CH:36]=[CH:35][C:34]([CH2:37][CH2:38][CH2:39][CH2:40][NH2:41])=[CH:33][CH:32]=1)[CH3:26]. The catalyst is C1COCC1. The product is [CH2:25]([O:27][C:28](=[O:42])[CH2:29][O:30][C:31]1[CH:36]=[CH:35][C:34]([CH2:37][CH2:38][CH2:39][CH2:40][NH:41][C:14]([NH2:17])=[N:13][C:11]([C:4]2[C:3]([NH2:2])=[N:8][C:7]([NH2:9])=[C:6]([Cl:10])[N:5]=2)=[O:12])=[CH:33][CH:32]=1)[CH3:26]. The yield is 0.570.